This data is from Forward reaction prediction with 1.9M reactions from USPTO patents (1976-2016). The task is: Predict the product of the given reaction. (1) The product is: [Cl:9][C:10]1[C:11]([O:18][CH3:19])=[CH:12][C:13]([C:5](=[O:7])[CH3:6])=[C:14]([OH:16])[CH:15]=1. Given the reactants [Al+3].[Cl-].[Cl-].[Cl-].[C:5](Cl)(=[O:7])[CH3:6].[Cl:9][C:10]1[CH:15]=[C:14]([O:16]C)[CH:13]=[CH:12][C:11]=1[O:18][CH3:19].Cl, predict the reaction product. (2) The product is: [CH2:1]([C:3]1[CH:9]=[CH:8][C:6]([NH:7][C:17](=[O:19])[CH3:18])=[CH:5][CH:4]=1)[CH3:2]. Given the reactants [CH2:1]([C:3]1[CH:9]=[CH:8][C:6]([NH2:7])=[CH:5][CH:4]=1)[CH3:2].C(N(CC)CC)C.[C:17](OC(=O)C)(=[O:19])[CH3:18], predict the reaction product. (3) Given the reactants CS(O[CH2:6][C:7]1[CH:12]=[CH:11][CH:10]=[C:9]([Cl:13])[C:8]=1[C:14]([F:17])([F:16])[F:15])(=O)=O.C[Si](C)(C)[C:20]#[N:21].[F-].C([N+](CCCC)(CCCC)CCCC)CCC.C1COCC1, predict the reaction product. The product is: [Cl:13][C:9]1[C:8]([C:14]([F:17])([F:16])[F:15])=[C:7]([CH2:6][C:20]#[N:21])[CH:12]=[CH:11][CH:10]=1. (4) Given the reactants [CH2:1]([O:8][C:9]1[CH:17]=[C:16]2[C:12]([CH2:13][CH2:14][CH:15]2O)=[CH:11][CH:10]=1)[C:2]1[CH:7]=[CH:6][CH:5]=[CH:4][CH:3]=1.CC1C=CC(S(O)(=O)=O)=CC=1, predict the reaction product. The product is: [CH2:1]([O:8][C:9]1[CH:17]=[C:16]2[C:12](=[CH:11][CH:10]=1)[CH2:13][CH:14]=[CH:15]2)[C:2]1[CH:3]=[CH:4][CH:5]=[CH:6][CH:7]=1. (5) Given the reactants C([O:3][C:4]([C:6]1[N:7]=[C:8]([C:11]2[CH:16]=[CH:15][C:14]([C:17]3[O:21][N:20]=[C:19]([CH3:22])[C:18]=3[NH:23][C:24]([O:26][CH:27]([C:29]3[CH:34]=[CH:33][CH:32]=[CH:31][C:30]=3[Cl:35])[CH3:28])=[O:25])=[CH:13][CH:12]=2)[S:9][CH:10]=1)=[O:5])C.[Li+].[OH-].Cl, predict the reaction product. The product is: [Cl:35][C:30]1[CH:31]=[CH:32][CH:33]=[CH:34][C:29]=1[CH:27]([O:26][C:24]([NH:23][C:18]1[C:19]([CH3:22])=[N:20][O:21][C:17]=1[C:14]1[CH:15]=[CH:16][C:11]([C:8]2[S:9][CH:10]=[C:6]([C:4]([OH:5])=[O:3])[N:7]=2)=[CH:12][CH:13]=1)=[O:25])[CH3:28]. (6) Given the reactants [F:1][C:2]([F:24])([F:23])[C:3]1[CH:4]=[C:5]([C:13]([O-])=[CH:14][C:15](=O)[C:16]([O:18][CH2:19][CH3:20])=[O:17])[CH:6]=[C:7]([C:9]([F:12])([F:11])[F:10])[CH:8]=1.[Li+].Cl.[Cl:27][C:28]1[CH:29]=[C:30]([NH:34][NH2:35])[CH:31]=[CH:32][CH:33]=1.ClC1C=C(N2C(C3C=C(F)C=C(Cl)C=3)=CC(C(OCC)=O)=N2)C=CC=1F, predict the reaction product. The product is: [F:10][C:9]([F:11])([F:12])[C:7]1[CH:6]=[C:5]([C:13]2[N:34]([C:30]3[CH:31]=[CH:32][CH:33]=[C:28]([Cl:27])[CH:29]=3)[N:35]=[C:15]([C:16]([O:18][CH2:19][CH3:20])=[O:17])[CH:14]=2)[CH:4]=[C:3]([C:2]([F:1])([F:24])[F:23])[CH:8]=1. (7) Given the reactants P(Cl)(Cl)([Cl:3])=O.[Cl:6][C:7]1[C:12](=O)[NH:11][C:10]([CH:14]2[CH2:16][CH2:15]2)=[N:9][C:8]=1[C:17]([OH:19])=[O:18], predict the reaction product. The product is: [Cl:6][C:7]1[C:8]([C:17]([OH:19])=[O:18])=[N:9][C:10]([CH:14]2[CH2:16][CH2:15]2)=[N:11][C:12]=1[Cl:3]. (8) Given the reactants [C:1]([O:5][C:6](=[O:43])[NH:7][C:8]([C:10]1[S:11][C:12]([S:41][CH3:42])=[C:13]([S:15]([C:18]2[CH:39]=[C:38]([Br:40])[C:21]3[N:22]=[CH:23][N:24]([CH2:25][C:26]4[CH:31]=[C:30]([NH:32][C:33](=[O:36])CBr)[CH:29]=[CH:28][C:27]=4[F:37])[C:20]=3[CH:19]=2)(=[O:17])=[O:16])[CH:14]=1)=[NH:9])([CH3:4])([CH3:3])[CH3:2].[SH:44][CH2:45][CH2:46][C:47]([O:49][CH3:50])=[O:48].[CH2:51](Cl)Cl, predict the reaction product. The product is: [CH3:50][O:49][C:47](=[O:48])[CH2:46][CH2:45][SH:44]([C:33](=[O:36])[NH:32][C:30]1[CH:29]=[CH:28][C:27]([F:37])=[C:26]([CH2:25][N:24]2[C:20]3[CH:19]=[C:18]([S:15]([C:13]4[CH:14]=[C:10]([C:8]([NH:7][C:6]([O:5][C:1]([CH3:4])([CH3:3])[CH3:2])=[O:43])=[NH:9])[S:11][C:12]=4[S:41][CH3:42])(=[O:16])=[O:17])[CH:39]=[C:38]([Br:40])[C:21]=3[N:22]=[CH:23]2)[CH:31]=1)[CH3:51]. (9) Given the reactants [NH2:1][CH2:2][C:3]1[CH:8]=[CH:7][N:6]=[CH:5][CH:4]=1.[N+](C1C=CC([O:18][C:19](=O)[N:20]([C:31]2[CH:36]=[CH:35][C:34]([F:37])=[CH:33][CH:32]=2)[C:21]2[CH:26]=[CH:25][N:24]=[C:23]([NH:27][CH:28]([CH3:30])[CH3:29])[N:22]=2)=CC=1)([O-])=O, predict the reaction product. The product is: [F:37][C:34]1[CH:33]=[CH:32][C:31]([N:20]([C:21]2[CH:26]=[CH:25][N:24]=[C:23]([NH:27][CH:28]([CH3:30])[CH3:29])[N:22]=2)[C:19]([NH:1][CH2:2][C:3]2[CH:8]=[CH:7][N:6]=[CH:5][CH:4]=2)=[O:18])=[CH:36][CH:35]=1.